Predict the product of the given reaction. From a dataset of Forward reaction prediction with 1.9M reactions from USPTO patents (1976-2016). Given the reactants [C:1]([C:4]1[CH:9]=[CH:8][C:7]([S:10][CH2:11][C:12]([OH:14])=O)=[CH:6][CH:5]=1)(=[O:3])[CH3:2].S(Cl)(Cl)=O.[Cl-].[Cl-].[Cl-].[Al+3], predict the reaction product. The product is: [C:1]([C:4]1[CH:9]=[CH:8][C:7]2[S:10][CH2:11][C:12](=[O:14])[C:6]=2[CH:5]=1)(=[O:3])[CH3:2].